This data is from Reaction yield outcomes from USPTO patents with 853,638 reactions. The task is: Predict the reaction yield, written as a fraction of the theoretical maximum amount of product (1.0 means a 100% yield; for example, 0.34 means a 34% yield). (1) The reactants are [Cl:1][CH2:2][CH2:3][O:4][C:5]1[CH:12]=[CH:11][C:8]([CH2:9]O)=[CH:7][CH:6]=1.S(Br)([Br:15])=O. The catalyst is O1CCOCC1.CCOCC. The product is [Cl:1][CH2:2][CH2:3][O:4][C:5]1[CH:12]=[CH:11][C:8]([CH2:9][Br:15])=[CH:7][CH:6]=1. The yield is 0.580. (2) The reactants are Cl[C:2]1[CH:11]=[C:10]([CH3:12])[C:9]2[C:4](=[C:5]([CH3:14])[CH:6]=[CH:7][C:8]=2[CH3:13])[N:3]=1.[NH2:15][NH2:16]. No catalyst specified. The product is [NH:15]([C:2]1[CH:11]=[C:10]([CH3:12])[C:9]2[C:4](=[C:5]([CH3:14])[CH:6]=[CH:7][C:8]=2[CH3:13])[N:3]=1)[NH2:16]. The yield is 0.380. (3) The reactants are [NH2:1][C:2]1[N:3]=[C:4]([O:10][CH3:11])[C:5]([C:8]#[N:9])=[N:6][CH:7]=1.[Cl:12][C:13]1[CH:18]=[C:17](Cl)[N:16]=[CH:15][N:14]=1.C[Si]([N-][Si](C)(C)C)(C)C.[Li+].C(P(C(C)(C)C)C1C=CC=CC=1C1C=CC=CC=1)(C)(C)C. The catalyst is C1COCC1.C1C=CC(/C=C/C(/C=C/C2C=CC=CC=2)=O)=CC=1.C1C=CC(/C=C/C(/C=C/C2C=CC=CC=2)=O)=CC=1.C1C=CC(/C=C/C(/C=C/C2C=CC=CC=2)=O)=CC=1.[Pd].[Pd]. The product is [Cl:12][C:13]1[N:14]=[CH:15][N:16]=[C:17]([NH:1][C:2]2[N:3]=[C:4]([O:10][CH3:11])[C:5]([C:8]#[N:9])=[N:6][CH:7]=2)[CH:18]=1. The yield is 0.280. (4) The reactants are [NH:1]1[CH2:5][CH2:4][CH2:3][CH2:2]1.[Cl:6][CH2:7][C:8](Cl)=[O:9]. The catalyst is C(Cl)Cl. The product is [Cl:6][CH2:7][C:8]([N:1]1[CH2:5][CH2:4][CH2:3][CH2:2]1)=[O:9]. The yield is 0.600.